Dataset: Reaction yield outcomes from USPTO patents with 853,638 reactions. Task: Predict the reaction yield, written as a fraction of the theoretical maximum amount of product (1.0 means a 100% yield; for example, 0.34 means a 34% yield). (1) The reactants are Br[C:2]1[CH:7]=[CH:6][C:5]([O:8][CH2:9][CH:10]2[CH2:14][CH2:13][CH2:12][N:11]2[C:15]([O:17][C:18]([CH3:21])([CH3:20])[CH3:19])=[O:16])=[C:4]([F:22])[CH:3]=1.CCN(CC)CC.C1(P(C2C=CC=CC=2)CCCP(C2C=CC=CC=2)C2C=CC=CC=2)C=CC=CC=1. The catalyst is CS(C)=O.CO.CC([O-])=O.CC([O-])=O.[Pd+2]. The product is [C:18]([O:17][C:15]([N:11]1[CH2:12][CH2:13][CH2:14][CH:10]1[CH2:9][O:8][C:5]1[CH:6]=[CH:7][C:2]([C:15]([O:17][CH3:18])=[O:16])=[CH:3][C:4]=1[F:22])=[O:16])([CH3:21])([CH3:20])[CH3:19]. The yield is 0.620. (2) The reactants are [H-].[Na+].[CH3:3][O:4][C:5]([CH2:7]P(OC)(OC)=O)=[O:6].[CH:14]1([CH2:19][C:20](=O)[CH3:21])[CH2:18][CH2:17][CH2:16][CH2:15]1. The catalyst is C1COCC1.[Cl-].[Na+].O. The product is [CH:14]1([CH2:19]/[C:20](/[CH3:21])=[CH:7]/[C:5]([O:4][CH3:3])=[O:6])[CH2:18][CH2:17][CH2:16][CH2:15]1. The yield is 0.990. (3) The reactants are Br[C:2]1[N:6]2[N:7]=[C:8]([NH:11][CH2:12][CH2:13][CH2:14][CH3:15])[CH:9]=[CH:10][C:5]2=[N:4][CH:3]=1.[CH:16]([C:18]1[CH:23]=[CH:22][C:21](B(O)O)=[CH:20][CH:19]=1)=[O:17].P([O-])([O-])([O-])=O.[K+].[K+].[K+]. The catalyst is C1C=CC(P(C2C=CC=CC=2)[C-]2C=CC=C2)=CC=1.C1C=CC(P(C2C=CC=CC=2)[C-]2C=CC=C2)=CC=1.Cl[Pd]Cl.[Fe+2].C(COC)OC.O. The product is [CH2:12]([NH:11][C:8]1[CH:9]=[CH:10][C:5]2[N:6]([C:2]([C:21]3[CH:22]=[CH:23][C:18]([CH:16]=[O:17])=[CH:19][CH:20]=3)=[CH:3][N:4]=2)[N:7]=1)[CH2:13][CH2:14][CH3:15]. The yield is 0.720. (4) The reactants are [C:1]([C:4]1[S:5]C=C[CH:8]=1)(=O)[CH3:2].[S:9]1[CH:13]=[CH:12][CH:11]=[C:10]1[C:14]([CH2:16][C:17]#[N:18])=[O:15].N1CCOCC1.[S]. The catalyst is CC(=O)CC. The product is [NH2:18][C:17]1[S:5][C:4]([CH3:8])=[C:1]([CH3:2])[C:16]=1[C:14]([C:10]1[S:9][CH:13]=[CH:12][CH:11]=1)=[O:15]. The yield is 0.440. (5) The reactants are [F:1][C:2]1[CH:7]=[CH:6][C:5]([C:8]2[C:9]3[CH:21]=[CH:20][C:19](=[O:22])[N:18]([C:23]4[CH:28]=[CH:27][CH:26]=[CH:25][C:24]=4[CH3:29])[C:10]=3[N:11]=[C:12](S(C)(=O)=O)[N:13]=2)=[C:4]([CH3:30])[CH:3]=1.[NH2:31][C:32]([CH3:37])([CH2:35][OH:36])[CH2:33][OH:34]. No catalyst specified. The product is [F:1][C:2]1[CH:7]=[CH:6][C:5]([C:8]2[C:9]3[CH:21]=[CH:20][C:19](=[O:22])[N:18]([C:23]4[CH:28]=[CH:27][CH:26]=[CH:25][C:24]=4[CH3:29])[C:10]=3[N:11]=[C:12]([NH:31][C:32]([CH2:35][OH:36])([CH3:37])[CH2:33][OH:34])[N:13]=2)=[C:4]([CH3:30])[CH:3]=1. The yield is 0.620. (6) The reactants are [CH3:1][O:2][C:3]1[CH:4]=[C:5]([CH2:10][C@@H:11]2[C@@H:16]([CH2:17][C:18]3[CH:19]=[CH:20][C:21]([OH:26])=[C:22]([O:24][CH3:25])[CH:23]=3)C(=O)O[CH2:12]2)[CH:6]=[CH:7][C:8]=1O.[C:27](=[O:30])([O-])[O-:28].[K+].[K+].I[CH3:34].CN([CH:38]=[O:39])C. No catalyst specified. The product is [CH3:38][O:39][C:8]1[CH:7]=[CH:6][C:5]([CH2:10][CH:11]2[CH:16]([CH2:17][C:18]3[CH:19]=[CH:20][C:21]([O:26][CH3:34])=[C:22]([O:24][CH3:25])[CH:23]=3)[C:27](=[O:30])[O:28][CH2:12]2)=[CH:4][C:3]=1[O:2][CH3:1]. The yield is 0.900.